Dataset: Reaction yield outcomes from USPTO patents with 853,638 reactions. Task: Predict the reaction yield, written as a fraction of the theoretical maximum amount of product (1.0 means a 100% yield; for example, 0.34 means a 34% yield). (1) The reactants are C[Si]([N-][Si](C)(C)C)(C)C.[Na+:10].[Cl:11][C:12]1[CH:17]=[CH:16][CH:15]=[CH:14][C:13]=1[N:18]=[C:19]=[S:20].[CH3:21][CH2:22][OH:23]. The catalyst is C1COCC1.C(#N)C. The product is [Cl:11][C:12]1[CH:17]=[CH:16][CH:15]=[CH:14][C:13]=1[N:18]1[C:22](=[O:23])[CH:21]=[CH:17][C:12]([C:13]#[N:18])=[C:19]1[S-:20].[Na+:10]. The yield is 0.880. (2) The reactants are Br[C:2]1[CH:7]=[CH:6][N:5]=[C:4]([O:8][CH3:9])[C:3]=1Br.[F:11][C:12]([F:22])([F:21])[C:13]1[N:18]=[CH:17][C:16]([CH2:19][OH:20])=[CH:15][CH:14]=1.CC1C=NC2C(C=1C)=CC=C1C=2N=CC(C)=C1C.C([O-])([O-])=O.[Cs+].[Cs+]. The catalyst is C1(C)C=CC=CC=1.[Cu]I. The product is [CH3:9][O:8][C:4]1[CH:3]=[C:2]([O:20][CH2:19][C:16]2[CH:17]=[N:18][C:13]([C:12]([F:22])([F:11])[F:21])=[CH:14][CH:15]=2)[CH:7]=[CH:6][N:5]=1. The yield is 0.720. (3) The reactants are [CH3:1][N:2]([CH3:33])[C:3](=[O:32])[O:4][C:5]1[CH:10]=[CH:9][CH:8]=[C:7]([NH:11][C:12]([C:14]2([CH2:20][NH:21][C:22]([O:24][CH2:25][C:26]3[CH:31]=[CH:30][CH:29]=[CH:28][CH:27]=3)=[O:23])[CH2:19][CH2:18][NH:17][CH2:16][CH2:15]2)=[O:13])[CH:6]=1.Cl[C:35]1[C:36]2[C:43]([CH3:44])=[CH:42][NH:41][C:37]=2[N:38]=[CH:39][N:40]=1.C(N(CC)C(C)C)(C)C.C(O)(C)C. The catalyst is C(Cl)Cl. The product is [CH3:1][N:2]([CH3:33])[C:3](=[O:32])[O:4][C:5]1[CH:10]=[CH:9][CH:8]=[C:7]([NH:11][C:12]([C:14]2([CH2:20][NH:21][C:22]([O:24][CH2:25][C:26]3[CH:27]=[CH:28][CH:29]=[CH:30][CH:31]=3)=[O:23])[CH2:19][CH2:18][N:17]([C:35]3[C:36]4[C:43]([CH3:44])=[CH:42][NH:41][C:37]=4[N:38]=[CH:39][N:40]=3)[CH2:16][CH2:15]2)=[O:13])[CH:6]=1. The yield is 0.540. (4) The reactants are [O:1]1[C:5]2[CH:6]=[CH:7][C:8]([C:10]3([C:13]([NH:15][C:16]4[CH:17]=[C:18]5[C:22](=[C:23]([C:25]#[N:26])[CH:24]=4)[NH:21][C:20]([C:27]([CH3:30])([CH3:29])[CH3:28])=[CH:19]5)=[O:14])[CH2:12][CH2:11]3)=[CH:9][C:4]=2[O:3][CH2:2]1.[H][H]. The catalyst is C(OCC)(=O)C.[Pd]. The product is [NH2:26][CH2:25][C:23]1[CH:24]=[C:16]([NH:15][C:13]([C:10]2([C:8]3[CH:7]=[CH:6][C:5]4[O:1][CH2:2][O:3][C:4]=4[CH:9]=3)[CH2:11][CH2:12]2)=[O:14])[CH:17]=[C:18]2[C:22]=1[NH:21][C:20]([C:27]([CH3:30])([CH3:29])[CH3:28])=[CH:19]2. The yield is 0.320. (5) The reactants are [N+:1]([C:4]1[CH:5]=[C:6]([C:10]2[CH:11]=[N:12][CH:13]=[CH:14][CH:15]=2)[CH:7]=[CH:8][CH:9]=1)([O-])=O. The catalyst is CCOC(C)=O.O=[Pt]=O. The product is [N:12]1[CH:13]=[CH:14][CH:15]=[C:10]([C:6]2[CH:5]=[C:4]([NH2:1])[CH:9]=[CH:8][CH:7]=2)[CH:11]=1. The yield is 0.940. (6) The reactants are [CH3:1][N:2]([S:13]([C:16]1[CH:21]=[CH:20][C:19]([NH:22][CH2:23][C:24]([F:27])([F:26])[F:25])=[C:18]([N+:28]([O-:30])=[O:29])[CH:17]=1)(=[O:15])=[O:14])[C:3](=[O:12])[O:4][CH2:5][C:6]1[CH:11]=[CH:10][CH:9]=[CH:8][CH:7]=1.[H-].[Na+].I[CH3:34]. The catalyst is CN(C=O)C.O. The product is [CH3:1][N:2]([S:13]([C:16]1[CH:21]=[CH:20][C:19]([N:22]([CH3:34])[CH2:23][C:24]([F:27])([F:26])[F:25])=[C:18]([N+:28]([O-:30])=[O:29])[CH:17]=1)(=[O:14])=[O:15])[C:3](=[O:12])[O:4][CH2:5][C:6]1[CH:11]=[CH:10][CH:9]=[CH:8][CH:7]=1. The yield is 0.520. (7) The yield is 0.890. The reactants are [CH2:1]([N:8]1[CH:12]=[C:11]([CH2:13][OH:14])[C:10]([O:15][CH2:16][C:17]2[CH:22]=[CH:21][C:20]([O:23][CH2:24][C:25]3[N:26]=[C:27]([C:31]4[O:32][CH:33]=[CH:34][CH:35]=4)[O:28][C:29]=3[CH3:30])=[C:19]([O:36][CH2:37][O:38][CH3:39])[CH:18]=2)=[N:9]1)[C:2]1[CH:7]=[CH:6][CH:5]=[CH:4][CH:3]=1. The product is [CH2:1]([N:8]1[CH:12]=[C:11]([CH:13]=[O:14])[C:10]([O:15][CH2:16][C:17]2[CH:22]=[CH:21][C:20]([O:23][CH2:24][C:25]3[N:26]=[C:27]([C:31]4[O:32][CH:33]=[CH:34][CH:35]=4)[O:28][C:29]=3[CH3:30])=[C:19]([O:36][CH2:37][O:38][CH3:39])[CH:18]=2)=[N:9]1)[C:2]1[CH:3]=[CH:4][CH:5]=[CH:6][CH:7]=1. The catalyst is [O-2].[O-2].[Mn+4].O1CCCC1. (8) The reactants are [CH2:1]([O:8][C:9]([N:11]1[CH2:15][C@H:14]([O:16][C:17]([CH3:20])([CH3:19])[CH3:18])[CH2:13][C@H:12]1[C:21](O)=[O:22])=[O:10])[C:2]1[CH:7]=[CH:6][CH:5]=[CH:4][CH:3]=1.[CH3:24][O:25][CH:26]([O:29][CH3:30])[CH2:27][NH2:28].CCN=C=NCCCN(C)C.Cl.C1C=CC2N(O)N=NC=2C=1.C(N(CC)CC)C. The catalyst is ClCCl.O. The product is [CH2:1]([O:8][C:9]([N:11]1[CH2:15][C@H:14]([O:16][C:17]([CH3:19])([CH3:20])[CH3:18])[CH2:13][C@H:12]1[C:21](=[O:22])[NH:28][CH2:27][CH:26]([O:29][CH3:30])[O:25][CH3:24])=[O:10])[C:2]1[CH:3]=[CH:4][CH:5]=[CH:6][CH:7]=1. The yield is 0.316.